This data is from Full USPTO retrosynthesis dataset with 1.9M reactions from patents (1976-2016). The task is: Predict the reactants needed to synthesize the given product. Given the product [CH:35]1[C:36]2[C:41](=[CH:40][CH:39]=[CH:38][CH:37]=2)[CH:42]=[CH:43][C:34]=1[O:33][CH2:32][C@H:10]1[CH2:9][NH:8][CH2:13][C:12](=[O:14])[N:11]1[C:15]1[CH:20]=[CH:19][C:18]([C:21]([NH:22][CH2:23][CH2:24][C:25]2[CH:30]=[CH:29][CH:28]=[CH:27][CH:26]=2)=[O:31])=[CH:17][CH:16]=1, predict the reactants needed to synthesize it. The reactants are: C(OC([N:8]1[CH2:13][C:12](=[O:14])[N:11]([C:15]2[CH:20]=[CH:19][C:18]([C:21](=[O:31])[NH:22][CH2:23][CH2:24][C:25]3[CH:30]=[CH:29][CH:28]=[CH:27][CH:26]=3)=[CH:17][CH:16]=2)[C@@H:10]([CH2:32][O:33][C:34]2[CH:43]=[CH:42][C:41]3[C:36](=[CH:37][CH:38]=[CH:39][CH:40]=3)[CH:35]=2)[CH2:9]1)=O)(C)(C)C.C(Cl)(=O)C.